Predict which catalyst facilitates the given reaction. From a dataset of Catalyst prediction with 721,799 reactions and 888 catalyst types from USPTO. Reactant: [N+:1]([C:4]1[CH:5]=[C:6]2[C:10](=[CH:11][CH:12]=1)[NH:9][C:8](=[O:13])[CH2:7]2)([O-])=O. Product: [NH2:1][C:4]1[CH:5]=[C:6]2[C:10](=[CH:11][CH:12]=1)[NH:9][C:8](=[O:13])[CH2:7]2. The catalyst class is: 285.